Dataset: Catalyst prediction with 721,799 reactions and 888 catalyst types from USPTO. Task: Predict which catalyst facilitates the given reaction. Reactant: C(O)(C(F)(F)F)=O.[Cl:8][C:9]1[C:14]([N:15]2[CH2:20][CH2:19][N:18]3[S:21](=[O:25])(=[O:24])[CH2:22][CH2:23][CH:17]3[CH2:16]2)=[CH:13][C:12]([C:26]#[N:27])=[CH:11][C:10]=1[NH:28][C:29]1[N:34]=[C:33]([N:35]([CH:45]2[CH2:47][CH2:46]2)CC2C=CC(OC)=CC=2)[C:32]2=[N:48][CH:49]=[C:50]([C:51]#[N:52])[N:31]2[N:30]=1.C1(OC)C=CC=CC=1. Product: [Cl:8][C:9]1[C:14]([N:15]2[CH2:20][CH2:19][N:18]3[S:21](=[O:25])(=[O:24])[CH2:22][CH2:23][CH:17]3[CH2:16]2)=[CH:13][C:12]([C:26]#[N:27])=[CH:11][C:10]=1[NH:28][C:29]1[N:34]=[C:33]([NH:35][CH:45]2[CH2:46][CH2:47]2)[C:32]2=[N:48][CH:49]=[C:50]([C:51]#[N:52])[N:31]2[N:30]=1. The catalyst class is: 26.